Predict the reaction yield, written as a fraction of the theoretical maximum amount of product (1.0 means a 100% yield; for example, 0.34 means a 34% yield). From a dataset of Reaction yield outcomes from USPTO patents with 853,638 reactions. (1) The reactants are Cl[C:2]1[N:7]=[C:6]([C:8]2[N:12]3[CH:13]=[CH:14][CH:15]=[CH:16][C:11]3=[N:10][C:9]=2[C:17]2[CH:18]=[CH:19][C:20]([O:34][CH2:35][CH3:36])=[C:21]([CH:33]=2)[C:22]([NH:24][C:25]2[C:30]([F:31])=[CH:29][CH:28]=[CH:27][C:26]=2[F:32])=[O:23])[CH:5]=[CH:4][N:3]=1.[CH3:37][C:38]1[C:39]([N:47]2[CH2:52][CH2:51][N:50]([CH2:53][CH2:54][S:55]([CH3:58])(=[O:57])=[O:56])[CH2:49][CH2:48]2)=[CH:40][C:41]([O:45][CH3:46])=[C:42]([CH:44]=1)[NH2:43].C1(C)C=CC(S(O)(=O)=O)=CC=1.C[O-].[Na+]. The catalyst is C(Cl)Cl.CC(O)C. The product is [F:32][C:26]1[CH:27]=[CH:28][CH:29]=[C:30]([F:31])[C:25]=1[NH:24][C:22](=[O:23])[C:21]1[CH:33]=[C:17]([C:9]2[N:10]=[C:11]3[CH:16]=[CH:15][CH:14]=[CH:13][N:12]3[C:8]=2[C:6]2[CH:5]=[CH:4][N:3]=[C:2]([NH:43][C:42]3[CH:44]=[C:38]([CH3:37])[C:39]([N:47]4[CH2:52][CH2:51][N:50]([CH2:53][CH2:54][S:55]([CH3:58])(=[O:57])=[O:56])[CH2:49][CH2:48]4)=[CH:40][C:41]=3[O:45][CH3:46])[N:7]=2)[CH:18]=[CH:19][C:20]=1[O:34][CH2:35][CH3:36]. The yield is 0.570. (2) The product is [CH3:1][C:2]1[O:6][N:5]=[C:4]([C:7]2[CH:8]=[CH:9][CH:10]=[CH:11][CH:12]=2)[C:3]=1[CH2:13][O:14][C:15]1[N:16]=[CH:17][C:18]([C:19]([NH:30][S:27]([CH:24]2[CH2:26][CH2:25]2)(=[O:29])=[O:28])=[O:21])=[CH:22][CH:23]=1. The reactants are [CH3:1][C:2]1[O:6][N:5]=[C:4]([C:7]2[CH:12]=[CH:11][CH:10]=[CH:9][CH:8]=2)[C:3]=1[CH2:13][O:14][C:15]1[CH:23]=[CH:22][C:18]([C:19]([OH:21])=O)=[CH:17][N:16]=1.[CH:24]1([S:27]([NH2:30])(=[O:29])=[O:28])[CH2:26][CH2:25]1. The yield is 0.560. No catalyst specified.